The task is: Predict the reactants needed to synthesize the given product.. This data is from Full USPTO retrosynthesis dataset with 1.9M reactions from patents (1976-2016). (1) Given the product [Cl:10][CH2:11][C:12]1[N:8]=[C:1]([C:2]2[CH:7]=[CH:6][CH:5]=[CH:4][CH:3]=2)[S:9][CH:13]=1, predict the reactants needed to synthesize it. The reactants are: [C:1](=[S:9])([NH2:8])[C:2]1[CH:7]=[CH:6][CH:5]=[CH:4][CH:3]=1.[Cl:10][CH2:11][C:12](=O)[CH2:13]Cl. (2) The reactants are: Br[C:2]1[CH:10]=[CH:9][C:8]([C:11]([NH2:13])=[O:12])=[C:7]2[C:3]=1[CH:4]=[CH:5][N:6]2[CH2:14][O:15][CH2:16][CH2:17][Si:18]([CH3:21])([CH3:20])[CH3:19].[CH3:22][C:23]1[C:28](B2OC(C)(C)C(C)(C)O2)=[CH:27][CH:26]=[CH:25][C:24]=1[N:38]1[C:47](=[O:48])[C:46]2[C:41](=[CH:42][CH:43]=[CH:44][CH:45]=2)[N:40]=[CH:39]1.C([O-])([O-])=O.[Na+].[Na+].C1(C)C(CCO)=CC=CC=1. Given the product [CH3:22][C:23]1[C:24]([N:38]2[C:47](=[O:48])[C:46]3[C:41](=[CH:42][CH:43]=[CH:44][CH:45]=3)[N:40]=[CH:39]2)=[CH:25][CH:26]=[CH:27][C:28]=1[C:2]1[CH:10]=[CH:9][C:8]([C:11]([NH2:13])=[O:12])=[C:7]2[C:3]=1[CH:4]=[CH:5][N:6]2[CH2:14][O:15][CH2:16][CH2:17][Si:18]([CH3:21])([CH3:20])[CH3:19], predict the reactants needed to synthesize it. (3) The reactants are: [CH2:1]([C:3]1[CH:8]=[C:7]([CH3:9])[CH:6]=[C:5]([CH2:10][CH3:11])[C:4]=1[C:12]1[C:13](=[O:32])[N:14]([CH3:31])[N:15]=[C:16]([O:26][CH2:27][C:28](O)=[O:29])[C:17]=1[O:18][CH2:19][C:20]1[CH:25]=[CH:24][CH:23]=[CH:22][CH:21]=1)[CH3:2].S(Cl)(Cl)=O.C[N:38](C=O)C. Given the product [CH2:1]([C:3]1[CH:8]=[C:7]([CH3:9])[CH:6]=[C:5]([CH2:10][CH3:11])[C:4]=1[C:12]1[C:13](=[O:32])[N:14]([CH3:31])[N:15]=[C:16]([O:26][CH2:27][C:28](=[O:29])[NH2:38])[C:17]=1[O:18][CH2:19][C:20]1[CH:25]=[CH:24][CH:23]=[CH:22][CH:21]=1)[CH3:2], predict the reactants needed to synthesize it. (4) Given the product [CH3:35][N:37]1[CH2:42][CH2:41][N:40]([C:53]2[C:48]3[CH2:47][C@H:46]([NH:20][C:13](=[O:15])[C:12]4[CH:11]=[CH:10][C:9]([C:7]([N:4]5[CH2:3][CH2:2][O:1][CH2:6][CH2:5]5)=[O:8])=[CH:17][CH:16]=4)[CH2:45][O:44][C:49]=3[CH:50]=[CH:51][CH:52]=2)[CH2:39][CH2:38]1, predict the reactants needed to synthesize it. The reactants are: [O:1]1[CH2:6][CH2:5][N:4]([C:7]([C:9]2[CH:17]=[CH:16][C:12]([C:13]([OH:15])=O)=[CH:11][CH:10]=2)=[O:8])[CH2:3][CH2:2]1.C(N1C=CN=C1)([N:20]1C=CN=C1)=O.N[C@H]1C[C:35]([N:37]2[CH2:42][CH2:41][N:40](C)[CH2:39][CH2:38]2)=COC1.[O:44]1[C:49]2[CH:50]=[CH:51][CH:52]=[CH:53][C:48]=2[CH:47]=[CH:46][CH2:45]1. (5) Given the product [CH:13]1(/[CH:18]=[C:19](\[C:2]2[S:3][CH:4]=[C:5]([S:7]([CH3:10])(=[O:9])=[O:8])[CH:6]=2)/[CH2:20][OH:21])[CH2:17][CH2:16][CH2:15][CH2:14]1, predict the reactants needed to synthesize it. The reactants are: Br[C:2]1[S:3][CH:4]=[C:5]([S:7]([CH3:10])(=[O:9])=[O:8])[CH:6]=1.[F-].[Cs+].[CH:13]1([CH:18]=[C:19](B2OC(C)(C)C(C)(C)O2)[CH2:20][OH:21])[CH2:17][CH2:16][CH2:15][CH2:14]1.O. (6) Given the product [CH3:1][O:2][C:3](=[O:21])[CH2:4][C:5]1[CH:10]=[CH:9][CH:8]=[C:7]([S:11][CH2:12][CH2:13][C@@H:14]([O:16][C:27]2[CH:28]=[CH:29][C:30]([C:32]([F:34])([F:33])[F:35])=[CH:31][C:26]=2[O:25][C:24]2[CH:37]=[CH:38][C:39]([F:41])=[CH:40][C:23]=2[F:22])[CH3:15])[CH:6]=1, predict the reactants needed to synthesize it. The reactants are: [CH3:1][O:2][C:3](=[O:21])[CH2:4][C:5]1[CH:10]=[CH:9][CH:8]=[C:7]([S:11][CH2:12][CH2:13][C@H:14]([O:16]S(C)(=O)=O)[CH3:15])[CH:6]=1.[F:22][C:23]1[CH:40]=[C:39]([F:41])[CH:38]=[CH:37][C:24]=1[O:25][C:26]1[CH:31]=[C:30]([C:32]([F:35])([F:34])[F:33])[CH:29]=[CH:28][C:27]=1O.